Dataset: Full USPTO retrosynthesis dataset with 1.9M reactions from patents (1976-2016). Task: Predict the reactants needed to synthesize the given product. (1) Given the product [C:20]([C:13]1[C:14]([O:16][CH:17]([CH3:18])[CH3:19])=[CH:15][C:10]([NH:9][C:8]([N:34]2[C:35]3[C:36](=[CH:41][C:42]([CH2:50][N:51]4[CH2:52][CH2:52][N:51]([CH3:53])[CH2:50][C:53]4=[O:54])=[C:43]([CH:45]=[O:48])[N:44]=3)[CH2:37][CH2:38][C@@H:40]2[CH3:39])=[O:22])=[N:11][CH:12]=1)#[N:21], predict the reactants needed to synthesize it. The reactants are: C1(O[C:8](=[O:22])[NH:9][C:10]2[CH:15]=[C:14]([O:16][CH:17]([CH3:19])[CH3:18])[C:13]([C:20]#[N:21])=[CH:12][N:11]=2)C=CC=CC=1.C(C1C=CC(NC([N:34]2[CH2:40][CH2:39][CH2:38][CH2:37][C:36]3[CH:41]=[CH:42][C:43]([CH:45]([O:48]C)OC)=[N:44][C:35]2=3)=O)=NC=1)#N.[CH3:50][N:51]([CH:53]=[O:54])[CH3:52]. (2) Given the product [NH2:1][C:4]1[CH:5]=[C:6]([CH:10]=[CH:11][C:12]=1[O:13][C:14]([F:17])([F:16])[F:15])[C:7]([NH:29][C:28]1[CH:30]=[CH:31][C:25]([F:24])=[CH:26][CH:27]=1)=[O:9], predict the reactants needed to synthesize it. The reactants are: [N+:1]([C:4]1[CH:5]=[C:6]([CH:10]=[CH:11][C:12]=1[O:13][C:14]([F:17])([F:16])[F:15])[C:7]([OH:9])=O)([O-])=O.C(Cl)(=O)C(Cl)=O.[F:24][C:25]1[CH:31]=[CH:30][C:28]([NH2:29])=[CH:27][CH:26]=1. (3) The reactants are: [F:1][C@@H:2]1[CH2:6][N:5]([C:7]([C:9]2[C:10]([C:16]3[CH:21]=[CH:20][C:19]([O:22][CH2:23][CH:24]4[CH2:29][CH2:28][N:27]([CH2:30][C:31]([F:34])([CH3:33])[CH3:32])[CH2:26][CH2:25]4)=[CH:18][CH:17]=3)=[CH:11][CH:12]=[CH:13][C:14]=2[F:15])=[O:8])[C@H:4]([C:35](O)=[O:36])[CH2:3]1.[Cl-].[NH4+].C(Cl)CCl.C1C=CC2N(O)N=[N:50]C=2C=1.CCN(C(C)C)C(C)C. Given the product [F:1][C@@H:2]1[CH2:6][N:5]([C:7]([C:9]2[C:10]([C:16]3[CH:21]=[CH:20][C:19]([O:22][CH2:23][CH:24]4[CH2:25][CH2:26][N:27]([CH2:30][C:31]([F:34])([CH3:32])[CH3:33])[CH2:28][CH2:29]4)=[CH:18][CH:17]=3)=[CH:11][CH:12]=[CH:13][C:14]=2[F:15])=[O:8])[C@H:4]([C:35]([NH2:50])=[O:36])[CH2:3]1, predict the reactants needed to synthesize it. (4) Given the product [C:1]([NH:4][C:5]1[CH:6]=[C:7]([NH:11][C:12]2[C:16]([C:17]([NH2:19])=[O:18])=[C:15]([NH:20][CH2:25][C:24]3[CH:27]=[C:28]([CH3:31])[C:29]([OH:30])=[C:22]([CH3:21])[CH:23]=3)[NH:14][N:13]=2)[CH:8]=[CH:9][CH:10]=1)(=[O:3])[CH3:2], predict the reactants needed to synthesize it. The reactants are: [C:1]([NH:4][C:5]1[CH:6]=[C:7]([NH:11][C:12]2[C:16]([C:17]([NH2:19])=[O:18])=[C:15]([NH2:20])[NH:14][N:13]=2)[CH:8]=[CH:9][CH:10]=1)(=[O:3])[CH3:2].[CH3:21][C:22]1[CH:23]=[C:24]([CH:27]=[C:28]([CH3:31])[C:29]=1[OH:30])[CH:25]=O.[BH4-].[Na+].O.